Dataset: Forward reaction prediction with 1.9M reactions from USPTO patents (1976-2016). Task: Predict the product of the given reaction. (1) The product is: [CH3:1][O:2][C:3](=[O:32])[NH:4][CH:5]([C:9]([N:11]1[CH2:15][CH2:14][CH2:13][CH:12]1[C:16](=[O:31])[NH:17][C:18]1[CH:23]=[CH:22][C:21]([C:24]2[CH:29]=[CH:28][C:27]([B:33]3[O:37][C:36]([CH3:39])([CH3:38])[C:35]([CH3:41])([CH3:40])[O:34]3)=[CH:26][CH:25]=2)=[CH:20][CH:19]=1)=[O:10])[CH:6]([CH3:8])[CH3:7]. Given the reactants [CH3:1][O:2][C:3](=[O:32])[NH:4][CH:5]([C:9]([N:11]1[CH2:15][CH2:14][CH2:13][CH:12]1[C:16](=[O:31])[NH:17][C:18]1[CH:23]=[CH:22][C:21]([C:24]2[CH:29]=[CH:28][C:27](Br)=[CH:26][CH:25]=2)=[CH:20][CH:19]=1)=[O:10])[CH:6]([CH3:8])[CH3:7].[B:33]1([B:33]2[O:37][C:36]([CH3:39])([CH3:38])[C:35]([CH3:41])([CH3:40])[O:34]2)[O:37][C:36]([CH3:39])([CH3:38])[C:35]([CH3:41])([CH3:40])[O:34]1.C([O-])(=O)C.[K+], predict the reaction product. (2) The product is: [CH3:1][C:2]1[C:6]2[CH:7]=[CH:8][CH:9]=[CH:10][C:5]=2[O:4][C:3]=1[CH:11]([NH:21][C:22]1[CH:23]=[CH:24][C:25]([C:26]([O:28][CH3:29])=[O:27])=[CH:30][CH:31]=1)[CH2:12][O:13][C:14]1[CH:15]=[CH:16][CH:17]=[CH:18][CH:19]=1. Given the reactants [CH3:1][C:2]1[C:6]2[CH:7]=[CH:8][CH:9]=[CH:10][C:5]=2[O:4][C:3]=1[C:11](=O)[CH2:12][O:13][C:14]1[CH:19]=[CH:18][CH:17]=[CH:16][CH:15]=1.[NH2:21][C:22]1[CH:31]=[CH:30][C:25]([C:26]([O:28][CH3:29])=[O:27])=[CH:24][CH:23]=1.C(=O)([O-])O.[Na+].C([BH3-])#N.[Na+].FC(F)(F)C(O)=O, predict the reaction product. (3) Given the reactants [NH:1]1[CH2:6][CH2:5][CH:4]([CH2:7][NH:8][C:9]([C:11]2[C:15]3[N:16]=[CH:17][N:18]=[C:19]([C:20]4[C:28]5[O:27][CH2:26][O:25][C:24]=5[CH:23]=[CH:22][C:21]=4[O:29][CH2:30][CH:31]4[CH2:33][CH2:32]4)[C:14]=3[NH:13][CH:12]=2)=[O:10])[CH2:3][CH2:2]1.[CH:34]1([C:37](Cl)=[O:38])[CH2:36][CH2:35]1, predict the reaction product. The product is: [CH:34]1([C:37]([N:1]2[CH2:2][CH2:3][CH:4]([CH2:7][NH:8][C:9]([C:11]3[C:15]4[N:16]=[CH:17][N:18]=[C:19]([C:20]5[C:28]6[O:27][CH2:26][O:25][C:24]=6[CH:23]=[CH:22][C:21]=5[O:29][CH2:30][CH:31]5[CH2:32][CH2:33]5)[C:14]=4[NH:13][CH:12]=3)=[O:10])[CH2:5][CH2:6]2)=[O:38])[CH2:36][CH2:35]1. (4) Given the reactants C1(NC2C=CC=CC=2)C=CC=CC=1.C(O)(=O)C.N([O-])=O.[Na+].[OH-].[Na+].[NH2+]([O-])(=O)C(N)=S.[N:30]([N:32]([C:39]1[CH:44]=[CH:43][CH:42]=[CH:41][CH:40]=1)[C:33]1[CH:38]=[CH:37][CH:36]=[CH:35][CH:34]=1)=O, predict the reaction product. The product is: [C:33]1([N:32]([C:39]2[CH:44]=[CH:43][CH:42]=[CH:41][CH:40]=2)[NH2:30])[CH:34]=[CH:35][CH:36]=[CH:37][CH:38]=1.